Binary Classification. Given a miRNA mature sequence and a target amino acid sequence, predict their likelihood of interaction. From a dataset of Experimentally validated miRNA-target interactions with 360,000+ pairs, plus equal number of negative samples. (1) The miRNA is hsa-miR-1307-3p with sequence ACUCGGCGUGGCGUCGGUCGUG. The protein sequence of the target gene is MMLPLQGAQMLQMLEKSLRKSLPASLKVYGTVFHINHGNPFNLKAVVDKWPDFNTVVVCPQEQDMTDDLDHYTNTYQIYSKDPQNCQEFLGSPELINWKQHLQIQSSQPSLNEAIQNLAAIKSFKVKQTQRILYMAAETAKELTPFLLKSKILSPNGGKPKAINQEMFKLSSMDVTHAHLVNKFWHFGGNERSQRFIERCIQTFPTCCLLGPEGTPVCWDLMDQTGEMRMAGTLPEYRLHGLVTYVIYSHAQKLGKLGFPVYSHVDYSNEAMQKMSYTLQHVPIPRSWNQWNCVPL. Result: 1 (interaction). (2) The miRNA is mmu-miR-3095-5p with sequence AAGCUUUCUCAUCUGUGACACU. The protein sequence of the target gene is MATPRGLGALLLLLLLPTSGQEKPTEGPRNTCLGSNNMYDIFNLNDKALCFTKCRQSGSDSCNVENLQRYWLNYEAHLMKEGLTQKVNTPFLKALVQNLSTNTAEDFYFSLEPSQVPRQVMKDEDKPPDRVRLPKSLFRSLPGNRSVVRLAVTILDIGPGTLFKGPRLGLGDGSGVLNNRLVGLSVGQMHVTKLAEPLEIVFSHQRPPPNMTLTCVFWDVTKGTTGDWSSEGCSTEVRPEGTVCCCDHLTFFALLLRPTLDQSTVHILTRISQAGCGVSMIFLAFTIILYAFLRLSRERF.... Result: 0 (no interaction). (3) The miRNA is hsa-miR-3163 with sequence UAUAAAAUGAGGGCAGUAAGAC. The protein sequence of the target gene is MGTPASVVSEPPPWQAPIEARGRKQASANIFQDAELLQIQALFQRSGDQLAEERAQIIWECAGDHRVAEALKRLRRKRPPRQKPLGHSLHHCSRLRILEPHSALANPQSATETASSEQYLHSRKKSARIRRNWRKSGPTSYLHQIRH. Result: 1 (interaction). (4) The miRNA is mmu-miR-466i-3p with sequence AUACACACACACAUACACACUA. The protein sequence of the target gene is MDWDQDRSNTELRKEKSRDAARSRRSQETEVLYQLAHTLPFARGVSAHLDKASIMRLTISYLRMHRLCAAGEWNQVEKGGEPLDACYLKALEGFVMVLTAEGDMAYLSENVSKHLGLSQLELIGHSIFDFIHPCDQEELQDALTPRPNLSKKKLEAPTERHFSLRMKSTLTSRGRTLNLKAATWKVLHCSGHMRAYKPPAQTSPAGSPRSEPPLQCLVLICEAIPHPASLEPPLGRGAFLSRHSLDMKFTYCDERIAEVAGYSPDDLIGCSAYEYIHALDSDAVSRSIHTLLSKGQAVTG.... Result: 1 (interaction). (5) The miRNA is rno-miR-20a-5p with sequence UAAAGUGCUUAUAGUGCAGGUAG. The protein sequence of the target gene is MASGDTLYIATDGSEMPAEIVELHEIEVETIPVETIETTVVGEEEEEDDDDEDGGGGDHGGGGGGHGHAGHHHHHHHHHHHHPPMIALQPLVTDDPTQVHHHQEVILVQTREEVVGGDDSDGLRAEDGFEDQILIPVPAPAGGDDDYIEQTLVTVAAAGKSGGGASSGGGRVKKGGGKKSGKKSYLGGGAGAAGGGGADPGNKKWEQKQVQIKTLEGEFSVTMWSSDEKKDIDHETVVEEQIIGENSPPDYSEYMTGKKLPPGGIPGIDLSDPKQLAEFARMKPRKIKEDDAPRTIACPH.... Result: 0 (no interaction). (6) The protein sequence of the target gene is MSSVQSQQEQLSQSDPSPSPNSCSSFELIDMDAGSLYEPVSPHWFYCKIIDSKETWIPFNSEDSQQLEEAYSSGKGCNGRVVPTDGGRYDVHLGERMRYAVYWDELASEVRRCTWFYKGDKDNKYVPYSESFSQVLEETYMLAVTLDEWKKKLESPNREIIILHNPKLMVHYQPVAGSDDWGSTPTEQGRPRTVKRGVENISVDIHCGEPLQIDHLVFVVHGIGPACDLRFRSIVQCVNDFRSVSLNLLQTHFKKAQENQQIGRVEFLPVNWHSPLHSTGVDVDLQRITLPSINRLRHFT.... The miRNA is mmu-miR-3062-5p with sequence GGAGAAUGUAGUGUUACCGUGA. Result: 0 (no interaction). (7) The miRNA is hsa-miR-6785-5p with sequence UGGGAGGGCGUGGAUGAUGGUG. The protein sequence of the target gene is MMQNVHLAPETDEDDLYSGYNDYNPIYDIEELENDAAFQQAVRTSHGRRPPITAKISSTAVTRPIATGYGSKTSLASSIGRPMTGAIQDGVTRPMTAVRAAGFTKAALRGSAFDPLSQSRGPASPLEAKKKDSPEEKIKQLEKEVNELVEESCIANSCGDLKLALEKAKDAGRKERVLVRQREQVTTPENINLDLTYSVLFNLASQYSVNEMYAEALNTYQVIVKNKMFSNAGILKMNMGNIYLKQRNYSKAIKFYRMALDQVPSVNKQMRIKIMQNIGVTFIQAGQYSDAINSYEHIMS.... Result: 0 (no interaction). (8) The miRNA is mmu-miR-190a-5p with sequence UGAUAUGUUUGAUAUAUUAGGU. The protein sequence of the target gene is MVKLGNNFAEKGTKQPLLEDGFDTIPLMTPLDVNQLQFPPPDKVVVKTKTEYEPDRKKGKARPPKIAEFTVSITEGVTERFKVSVLVLFALAFLTCVVFLVVYKVYKYDRACPDGFVLKNTQCIPEGLESYYTEQDSSAREKFYTVINHYNVAKQSITRSVSPWMSVLSEEKLSEQETEAAEKSA. Result: 1 (interaction). (9) The miRNA is hsa-miR-198 with sequence GGUCCAGAGGGGAGAUAGGUUC. The protein sequence of the target gene is MESLSELQNPLLPRSPTHLHRPYPYPEAPPGWSCQEQLYSFLLGGAGPARAHQLLDPGSLQLAVEAWYRPSCLLGRDKVKEPKAGSCETSFTEAREPLAGPAEEGSEPGQAAEDVTIHTVSYGVQEELQGQEDSQEEESDGTSSESECEDAFLTLPPRDHLGLTLFSMLCCFWPLGIAAFYFSQGTSKAISKGDFRLASTTSRRALFLATLSIAVGAGLYVAVVVALAAYMSQNGHG. Result: 0 (no interaction). (10) The miRNA is hsa-miR-664a-5p with sequence ACUGGCUAGGGAAAAUGAUUGGAU. The protein sequence of the target gene is MSRKQAAKSRPGSGSRKAEAERKRDERAARRALAKERRNRPESGGGGGCEEEFVSFANQLQALGLKLREVPGDGNCLFRALGDQLEGHSRNHLKHRQETVDYMIKQREDFEPFVEDDIPFEKHVASLAKPGTFAGNDAIVAFARNHQLNVVIHQLNAPLWQIRGTEKSSVRELHIAYRYGEHYDSVRRINDNSEAPAHLQTDFQMLHQDESNKREKIKTKGMDSEDDLRDEVEDAVQKVCNATGCSDFNLIVQNLEAENYNIESAIIAVLRMNQGKRNNAEENLEPSGRVLKQCGPLWEE.... Result: 1 (interaction).